Dataset: Catalyst prediction with 721,799 reactions and 888 catalyst types from USPTO. Task: Predict which catalyst facilitates the given reaction. Reactant: Cl[C:2](Cl)([O:4]C(=O)OC(Cl)(Cl)Cl)Cl.CCN(C(C)C)C(C)C.[CH3:22][C:23]1[C:28]2[O:29][CH2:30][C:31]3([CH2:33][CH2:32]3)[C:27]=2[C:26]([O:34][C:35]2[N:40]=[CH:39][C:38]([NH2:41])=[CH:37][CH:36]=2)=[CH:25][CH:24]=1.Cl.[NH2:43][C:44]([CH3:50])([CH3:49])[C:45](OC)=[O:46]. Product: [CH3:50][C:44]1([CH3:49])[NH:43][C:2](=[O:4])[N:41]([C:38]2[CH:39]=[N:40][C:35]([O:34][C:26]3[C:27]4[C:31]5([CH2:30][O:29][C:28]=4[C:23]([CH3:22])=[CH:24][CH:25]=3)[CH2:33][CH2:32]5)=[CH:36][CH:37]=2)[C:45]1=[O:46]. The catalyst class is: 2.